From a dataset of Catalyst prediction with 721,799 reactions and 888 catalyst types from USPTO. Predict which catalyst facilitates the given reaction. (1) Reactant: [CH3:1][C:2]([NH:25][C:26]([NH2:28])=[S:27])([CH3:24])[CH2:3][NH:4]C(C1C=CC=CC=1)(C1C=CC=CC=1)C1C=CC=CC=1.[Br:29][CH:30]1[CH2:36][CH2:35][O:34][C:33]2[CH:37]=[C:38]([Br:41])[CH:39]=[CH:40][C:32]=2[C:31]1=O. Product: [BrH:29].[Br:41][C:38]1[CH:39]=[CH:40][C:32]2[C:31]3[N:28]=[C:26]([NH:25][C:2]([CH3:24])([CH3:1])[CH2:3][NH2:4])[S:27][C:30]=3[CH2:36][CH2:35][O:34][C:33]=2[CH:37]=1. The catalyst class is: 8. (2) Reactant: NCCCC[C@H](NC(=O)N[C@H:17]([C:23]([O:25][C:26]([CH3:29])([CH3:28])[CH3:27])=[O:24])[CH2:18][CH2:19][C:20]([OH:22])=[O:21])C(OC(C)(C)C)=O.CC(O)=O.C(C1N(CC(OC(C)(C)C)=O)C=CN=1)=O.[BH-](OC(C)=O)(OC(C)=O)OC(C)=O.[Na+]. Product: [C:26]([O:25][C:23](=[O:24])[CH2:17][CH2:18][CH2:19][C:20]([OH:22])=[O:21])([CH3:29])([CH3:27])[CH3:28]. The catalyst class is: 26. (3) Reactant: Br[C:2]1[C:3]([N:22]2[CH2:27][CH2:26][C:25]([CH3:29])([CH3:28])[CH2:24][CH2:23]2)=[C:4]([C@H:10]([O:17][C:18]([CH3:21])([CH3:20])[CH3:19])[C:11]([O:13][CH:14]([CH3:16])[CH3:15])=[O:12])[C:5]([CH3:9])=[N:6][C:7]=1[CH3:8].[F:30][C:31]1[CH:56]=[CH:55][C:34]([CH2:35][CH2:36][O:37][C:38]2[CH:43]=[CH:42][C:41](B3OC(=O)CN(C)CC(=O)O3)=[CH:40][CH:39]=2)=[CH:33][CH:32]=1.C1(P(C2CCCCC2)C2C=CC=CC=2C2C(OC)=CC=CC=2OC)CCCCC1.[O-]P([O-])([O-])=O.[K+].[K+].[K+]. Product: [C:18]([O:17][C@@H:10]([C:4]1[C:5]([CH3:9])=[N:6][C:7]([CH3:8])=[C:2]([C:41]2[CH:40]=[CH:39][C:38]([O:37][CH2:36][CH2:35][C:34]3[CH:33]=[CH:32][C:31]([F:30])=[CH:56][CH:55]=3)=[CH:43][CH:42]=2)[C:3]=1[N:22]1[CH2:27][CH2:26][C:25]([CH3:29])([CH3:28])[CH2:24][CH2:23]1)[C:11]([O:13][CH:14]([CH3:16])[CH3:15])=[O:12])([CH3:21])([CH3:20])[CH3:19]. The catalyst class is: 38. (4) Reactant: [CH:1]([C:4]1[CH:9]=[CH:8][C:7]([C:10](=O)[CH2:11][O:12][C:13]2[CH:21]=[C:20]([CH3:22])[CH:19]=[C:18]3[C:14]=2[CH2:15][CH2:16][CH2:17]3)=[CH:6][CH:5]=1)([CH3:3])[CH3:2]. Product: [CH:1]([C:4]1[CH:9]=[CH:8][C:7]([C:10]2[C:21]3[C:20]([CH3:22])=[CH:19][C:18]4[CH2:17][CH2:16][CH2:15][C:14]=4[C:13]=3[O:12][CH:11]=2)=[CH:6][CH:5]=1)([CH3:3])[CH3:2]. The catalyst class is: 5. (5) Reactant: [Cl:1][C:2]1[C:3]([N:12]2[CH2:17][CH2:16][N:15]([CH2:18][C:19]3[CH:23]=[C:22]([CH3:24])[O:21][N:20]=3)[CH2:14][CH2:13]2)=[C:4]([N+:9]([O-])=O)[C:5]([NH2:8])=[N:6][CH:7]=1.CCO.[N:28]1([CH2:34][C:35]2[CH:42]=[CH:41][C:38]([CH:39]=O)=[CH:37][CH:36]=2)[CH2:33][CH2:32][O:31][CH2:30][CH2:29]1.[O-]S(S([O-])=O)=O.[Na+].[Na+]. Product: [Cl:1][C:2]1[C:3]([N:12]2[CH2:17][CH2:16][N:15]([CH2:18][C:19]3[CH:23]=[C:22]([CH3:24])[O:21][N:20]=3)[CH2:14][CH2:13]2)=[C:4]2[N:9]=[C:39]([C:38]3[CH:37]=[CH:36][C:35]([CH2:34][N:28]4[CH2:33][CH2:32][O:31][CH2:30][CH2:29]4)=[CH:42][CH:41]=3)[NH:8][C:5]2=[N:6][CH:7]=1. The catalyst class is: 27. (6) Reactant: [CH2:1]([C:3]([C:21]1[CH:26]=[CH:25][C:24]([OH:27])=[C:23]([CH3:28])[CH:22]=1)([C:6]1[CH:11]=[CH:10][C:9]([CH2:12][CH2:13][CH:14]([OH:19])[C:15]([CH3:18])([CH3:17])[CH3:16])=[C:8]([CH3:20])[CH:7]=1)[CH2:4][CH3:5])[CH3:2].C([O-])([O-])=O.[Cs+].[Cs+].[C:35]([O:39][C:40]([N:42]1[C@H:46]([CH2:47]OS(C2C=CC(C)=CC=2)(=O)=O)[CH2:45][O:44][C:43]1([CH3:60])[CH3:59])=[O:41])([CH3:38])([CH3:37])[CH3:36].[NH4+].[Cl-]. Product: [C:35]([O:39][C:40]([N:42]1[C@H:46]([CH2:47][O:27][C:24]2[CH:25]=[CH:26][C:21]([C:3]([CH2:4][CH3:5])([C:6]3[CH:11]=[CH:10][C:9]([CH2:12][CH2:13][CH:14]([OH:19])[C:15]([CH3:17])([CH3:18])[CH3:16])=[C:8]([CH3:20])[CH:7]=3)[CH2:1][CH3:2])=[CH:22][C:23]=2[CH3:28])[CH2:45][O:44][C:43]1([CH3:59])[CH3:60])=[O:41])([CH3:38])([CH3:36])[CH3:37]. The catalyst class is: 3.